This data is from NCI-60 drug combinations with 297,098 pairs across 59 cell lines. The task is: Regression. Given two drug SMILES strings and cell line genomic features, predict the synergy score measuring deviation from expected non-interaction effect. (1) Drug 1: C1=CC(=CC=C1CC(C(=O)O)N)N(CCCl)CCCl.Cl. Drug 2: CS(=O)(=O)CCNCC1=CC=C(O1)C2=CC3=C(C=C2)N=CN=C3NC4=CC(=C(C=C4)OCC5=CC(=CC=C5)F)Cl. Cell line: PC-3. Synergy scores: CSS=6.74, Synergy_ZIP=-3.08, Synergy_Bliss=-3.09, Synergy_Loewe=-3.58, Synergy_HSA=-3.19. (2) Drug 1: CC1=C2C(C(=O)C3(C(CC4C(C3C(C(C2(C)C)(CC1OC(=O)C(C(C5=CC=CC=C5)NC(=O)OC(C)(C)C)O)O)OC(=O)C6=CC=CC=C6)(CO4)OC(=O)C)O)C)O. Drug 2: C1CN1C2=NC(=NC(=N2)N3CC3)N4CC4. Cell line: HCT116. Synergy scores: CSS=36.1, Synergy_ZIP=-0.880, Synergy_Bliss=-1.76, Synergy_Loewe=-0.973, Synergy_HSA=-0.953. (3) Cell line: HCT-15. Synergy scores: CSS=71.1, Synergy_ZIP=23.5, Synergy_Bliss=22.0, Synergy_Loewe=-41.5, Synergy_HSA=22.2. Drug 2: C1C(C(OC1N2C=NC3=C2NC=NCC3O)CO)O. Drug 1: CC1=C2C(C(=O)C3(C(CC4C(C3C(C(C2(C)C)(CC1OC(=O)C(C(C5=CC=CC=C5)NC(=O)OC(C)(C)C)O)O)OC(=O)C6=CC=CC=C6)(CO4)OC(=O)C)OC)C)OC. (4) Drug 1: CS(=O)(=O)OCCCCOS(=O)(=O)C. Drug 2: CC12CCC3C(C1CCC2OP(=O)(O)O)CCC4=C3C=CC(=C4)OC(=O)N(CCCl)CCCl.[Na+]. Cell line: T-47D. Synergy scores: CSS=5.67, Synergy_ZIP=0.590, Synergy_Bliss=3.53, Synergy_Loewe=-1.98, Synergy_HSA=-0.509. (5) Drug 1: CC1=C(C(=CC=C1)Cl)NC(=O)C2=CN=C(S2)NC3=CC(=NC(=N3)C)N4CCN(CC4)CCO. Drug 2: C(CC(=O)O)C(=O)CN.Cl. Cell line: SNB-75. Synergy scores: CSS=14.6, Synergy_ZIP=-4.54, Synergy_Bliss=-0.292, Synergy_Loewe=-9.43, Synergy_HSA=0.353. (6) Drug 1: COC1=C2C(=CC3=C1OC=C3)C=CC(=O)O2. Drug 2: CC1C(C(CC(O1)OC2CC(CC3=C2C(=C4C(=C3O)C(=O)C5=C(C4=O)C(=CC=C5)OC)O)(C(=O)CO)O)N)O.Cl. Cell line: DU-145. Synergy scores: CSS=34.6, Synergy_ZIP=-1.22, Synergy_Bliss=-3.95, Synergy_Loewe=-10.6, Synergy_HSA=-1.99. (7) Drug 1: C1CCN(CC1)CCOC2=CC=C(C=C2)C(=O)C3=C(SC4=C3C=CC(=C4)O)C5=CC=C(C=C5)O. Drug 2: C(CC(=O)O)C(=O)CN.Cl. Cell line: OVCAR-5. Synergy scores: CSS=4.24, Synergy_ZIP=-1.96, Synergy_Bliss=3.66, Synergy_Loewe=-0.241, Synergy_HSA=0.487. (8) Drug 1: COC1=CC(=CC(=C1O)OC)C2C3C(COC3=O)C(C4=CC5=C(C=C24)OCO5)OC6C(C(C7C(O6)COC(O7)C8=CC=CS8)O)O. Drug 2: CCCS(=O)(=O)NC1=C(C(=C(C=C1)F)C(=O)C2=CNC3=C2C=C(C=N3)C4=CC=C(C=C4)Cl)F. Cell line: SNB-19. Synergy scores: CSS=42.3, Synergy_ZIP=4.59, Synergy_Bliss=4.94, Synergy_Loewe=-31.3, Synergy_HSA=2.84. (9) Drug 1: C1CN(P(=O)(OC1)NCCCl)CCCl. Drug 2: COCCOC1=C(C=C2C(=C1)C(=NC=N2)NC3=CC=CC(=C3)C#C)OCCOC.Cl. Cell line: A549. Synergy scores: CSS=14.7, Synergy_ZIP=0.676, Synergy_Bliss=0.370, Synergy_Loewe=-4.76, Synergy_HSA=1.43. (10) Drug 1: CC1C(C(CC(O1)OC2CC(OC(C2O)C)OC3=CC4=CC5=C(C(=O)C(C(C5)C(C(=O)C(C(C)O)O)OC)OC6CC(C(C(O6)C)O)OC7CC(C(C(O7)C)O)OC8CC(C(C(O8)C)O)(C)O)C(=C4C(=C3C)O)O)O)O. Drug 2: C(CC(=O)O)C(=O)CN.Cl. Cell line: HCC-2998. Synergy scores: CSS=40.7, Synergy_ZIP=-4.45, Synergy_Bliss=-1.82, Synergy_Loewe=-2.95, Synergy_HSA=-0.122.